This data is from Buchwald-Hartwig C-N cross coupling reaction yields with 55,370 reactions. The task is: Predict the reaction yield, written as a fraction of the theoretical maximum amount of product (1.0 means a 100% yield; for example, 0.34 means a 34% yield). (1) The reactants are CCc1ccc(I)cc1.Cc1ccc(N)cc1.O=S(=O)(O[Pd]1c2ccccc2-c2ccccc2N~1)C(F)(F)F.COc1ccc(OC)c(P(C(C)(C)C)C(C)(C)C)c1-c1c(C(C)C)cc(C(C)C)cc1C(C)C.CCN=P(N=P(N(C)C)(N(C)C)N(C)C)(N(C)C)N(C)C.CCOC(=O)c1cnoc1. No catalyst specified. The product is CCc1ccc(Nc2ccc(C)cc2)cc1. The yield is 0.100. (2) The reactants are COc1ccc(I)cc1.Cc1ccc(N)cc1.O=S(=O)(O[Pd]1c2ccccc2-c2ccccc2N~1)C(F)(F)F.CC(C)c1cc(C(C)C)c(-c2ccccc2P(C2CCCCC2)C2CCCCC2)c(C(C)C)c1.CCN=P(N=P(N(C)C)(N(C)C)N(C)C)(N(C)C)N(C)C.Cc1cc(-c2ccccc2)on1. No catalyst specified. The product is COc1ccc(Nc2ccc(C)cc2)cc1. The yield is 0.476.